Dataset: Peptide-MHC class I binding affinity with 185,985 pairs from IEDB/IMGT. Task: Regression. Given a peptide amino acid sequence and an MHC pseudo amino acid sequence, predict their binding affinity value. This is MHC class I binding data. The peptide sequence is VQTVRTQVY. The MHC is HLA-B15:01 with pseudo-sequence HLA-B15:01. The binding affinity (normalized) is 0.540.